This data is from Reaction yield outcomes from USPTO patents with 853,638 reactions. The task is: Predict the reaction yield, written as a fraction of the theoretical maximum amount of product (1.0 means a 100% yield; for example, 0.34 means a 34% yield). (1) The reactants are [Br:1][C:2]1[CH:9]=[C:8]([F:10])[CH:7]=[C:6]([N:11]2[CH2:22][CH2:21][N:20]3[C:13](=[CH:14][C:15]4[CH2:16][C:17]([CH3:24])([CH3:23])[CH2:18][C:19]=43)[C:12]2=[O:25])[C:3]=1[CH:4]=[O:5].C([OH:30])(C)(C)C.CC(=CC)C.[O-]Cl=O.[Na+]. The catalyst is O.ClCCl. The product is [Br:1][C:2]1[CH:9]=[C:8]([F:10])[CH:7]=[C:6]([N:11]2[CH2:22][CH2:21][N:20]3[C:13](=[CH:14][C:15]4[CH2:16][C:17]([CH3:23])([CH3:24])[CH2:18][C:19]=43)[C:12]2=[O:25])[C:3]=1[C:4]([OH:30])=[O:5]. The yield is 0.840. (2) The product is [CH:29]([NH:28][C:22]1[C:21]2[C:26](=[CH:27][C:18]([O:17][CH2:16][C:12]3[CH:11]=[C:10]([S:7]([CH3:9])(=[NH:6])=[O:8])[CH:15]=[CH:14][CH:13]=3)=[C:19]([O:32][CH3:33])[CH:20]=2)[N:25]=[CH:24][N:23]=1)([CH3:30])[CH3:31]. The yield is 0.360. The catalyst is ClCCl.CO. The reactants are C(OC([N:6]=[S:7]([C:10]1[CH:15]=[CH:14][CH:13]=[C:12]([CH2:16][O:17][C:18]2[CH:27]=[C:26]3[C:21]([C:22]([NH:28][CH:29]([CH3:31])[CH3:30])=[N:23][CH:24]=[N:25]3)=[CH:20][C:19]=2[O:32][CH3:33])[CH:11]=1)([CH3:9])=[O:8])=O)C.C(O)C.[O-]CC.[Na+]. (3) The reactants are [NH:1]1[CH:5]=[CH:4][CH:3]=[N:2]1.[H-].[Na+].Br[C:9]1[CH:14]=[CH:13][C:12]([Br:15])=[CH:11][N:10]=1. The catalyst is CN(C=O)C. The product is [Br:15][C:12]1[CH:13]=[CH:14][C:9]([N:1]2[CH:5]=[CH:4][CH:3]=[N:2]2)=[N:10][CH:11]=1. The yield is 0.740. (4) The reactants are [CH3:1][N:2]([CH3:17])[CH2:3][CH2:4][N:5]1[C:13]2[C:8](=[CH:9][CH:10]=[C:11]([N+:14]([O-])=O)[CH:12]=2)[CH:7]=[N:6]1.[Cl-].[NH4+]. The catalyst is [Fe].C(O)C.O. The product is [CH3:1][N:2]([CH3:17])[CH2:3][CH2:4][N:5]1[C:13]2[C:8](=[CH:9][CH:10]=[C:11]([NH2:14])[CH:12]=2)[CH:7]=[N:6]1. The yield is 0.920. (5) The reactants are [OH:1][C:2]1[C:3]([N+:14]([O-:16])=[O:15])=[C:4]([CH:10]=[CH:11][C:12]=1[OH:13])[C:5]([O:7][CH2:8][CH3:9])=[O:6].Br[CH2:18][CH2:19]Br.C(=O)([O-])[O-].[K+].[K+]. The catalyst is CN(C=O)C. The product is [N+:14]([C:3]1[C:2]2[O:1][CH2:19][CH2:18][O:13][C:12]=2[CH:11]=[CH:10][C:4]=1[C:5]([O:7][CH2:8][CH3:9])=[O:6])([O-:16])=[O:15]. The yield is 0.780. (6) The reactants are [OH-].[Na+].[CH3:3][N:4]([CH3:23])[C:5](=[O:22])[CH2:6][CH2:7][CH2:8][C:9]1[CH:14]=[CH:13][C:12]([NH:15]C(=O)C(F)(F)F)=[CH:11][CH:10]=1. The catalyst is CO. The product is [CH3:23][N:4]([CH3:3])[C:5](=[O:22])[CH2:6][CH2:7][CH2:8][C:9]1[CH:10]=[CH:11][C:12]([NH2:15])=[CH:13][CH:14]=1. The yield is 0.660.